Dataset: Full USPTO retrosynthesis dataset with 1.9M reactions from patents (1976-2016). Task: Predict the reactants needed to synthesize the given product. Given the product [CH3:17][C:12]1([CH3:18])[C:13]([CH3:16])([CH3:15])[O:14][B:10]([C:2]2[CH:3]=[C:4]([C:7]([NH2:9])=[O:8])[O:5][CH:6]=2)[O:11]1, predict the reactants needed to synthesize it. The reactants are: Br[C:2]1[CH:3]=[C:4]([C:7]([NH2:9])=[O:8])[O:5][CH:6]=1.[B:10]1([B:10]2[O:14][C:13]([CH3:16])([CH3:15])[C:12]([CH3:18])([CH3:17])[O:11]2)[O:14][C:13]([CH3:16])([CH3:15])[C:12]([CH3:18])([CH3:17])[O:11]1.CC([O-])=O.[K+].